Dataset: Full USPTO retrosynthesis dataset with 1.9M reactions from patents (1976-2016). Task: Predict the reactants needed to synthesize the given product. (1) Given the product [Br:38][C:39]1[CH:46]=[CH:45][CH:44]=[CH:43][C:40]=1[CH2:41][O:1][CH:2]1[CH:7]([C:8]2[CH:13]=[CH:12][C:11]([O:14][CH2:15][CH2:16][CH2:17][O:18][CH2:19][C:20]3[CH:25]=[CH:24][CH:23]=[CH:22][C:21]=3[O:26][CH3:27])=[CH:10][CH:9]=2)[CH2:6][CH2:5][N:4]([C:28]([O:30][CH2:31][C:32]2[CH:33]=[CH:34][CH:35]=[CH:36][CH:37]=2)=[O:29])[CH2:3]1, predict the reactants needed to synthesize it. The reactants are: [OH:1][CH:2]1[CH:7]([C:8]2[CH:13]=[CH:12][C:11]([O:14][CH2:15][CH2:16][CH2:17][O:18][CH2:19][C:20]3[CH:25]=[CH:24][CH:23]=[CH:22][C:21]=3[O:26][CH3:27])=[CH:10][CH:9]=2)[CH2:6][CH2:5][N:4]([C:28]([O:30][CH2:31][C:32]2[CH:37]=[CH:36][CH:35]=[CH:34][CH:33]=2)=[O:29])[CH2:3]1.[Br:38][C:39]1[CH:46]=[CH:45][CH:44]=[CH:43][C:40]=1[CH2:41]Br. (2) Given the product [OH:21][CH2:20][CH:19]([C:16]1[CH:15]=[CH:14][C:13]([N:8]2[CH2:7][C:6]3[C:10](=[CH:11][C:3]([O:2][CH3:1])=[CH:4][CH:5]=3)[C:9]2=[O:12])=[CH:18][CH:17]=1)[CH3:23], predict the reactants needed to synthesize it. The reactants are: [CH3:1][O:2][C:3]1[CH:11]=[C:10]2[C:6]([CH2:7][N:8]([C:13]3[CH:18]=[CH:17][C:16]([CH:19]([CH3:23])[C:20](O)=[O:21])=[CH:15][CH:14]=3)[C:9]2=[O:12])=[CH:5][CH:4]=1.B.O1CCCC1. (3) Given the product [CH:3]1([C:9]2([CH3:19])[C:14](=[O:15])[N:13]([CH3:16])[C:12](=[O:17])[N:11]([CH2:22][C:23](=[O:24])[C:25]3[CH:26]=[N:27][CH:28]=[CH:29][CH:30]=3)[C:10]2=[O:18])[CH2:8][CH2:7][CH2:6][CH:5]=[CH:4]1, predict the reactants needed to synthesize it. The reactants are: [H-].[Na+].[CH:3]1([C:9]2([CH3:19])[C:14](=[O:15])[N:13]([CH3:16])[C:12](=[O:17])[NH:11][C:10]2=[O:18])[CH2:8][CH2:7][CH2:6][CH:5]=[CH:4]1.Br.Br[CH2:22][C:23]([C:25]1[CH:26]=[N:27][CH:28]=[CH:29][CH:30]=1)=[O:24]. (4) Given the product [CH3:13][O:12][C:4]1[C:5]2[O:10][CH2:9][O:8][CH2:7][C:6]=2[CH:11]=[C:2]([CH:19]=[O:20])[CH:3]=1, predict the reactants needed to synthesize it. The reactants are: Br[C:2]1[CH:3]=[C:4]([O:12][CH3:13])[C:5]2[O:10][CH2:9][O:8][CH2:7][C:6]=2[CH:11]=1.C([Li])CCC.[CH:19](N1CCOCC1)=[O:20].[Cl-].[NH4+]. (5) Given the product [C:1]([O:5][C:6](=[O:17])[N:7]([CH2:9][C:10]1[CH:15]=[CH:14][CH:13]=[C:12]([NH:18][C:19]2[S:20][C:21]([C:27]3[CH:32]=[CH:31][C:30]([F:33])=[CH:29][CH:28]=3)=[CH:22][C:23]=2[C:24]([NH2:26])=[O:25])[N:11]=1)[CH3:8])([CH3:4])([CH3:3])[CH3:2], predict the reactants needed to synthesize it. The reactants are: [C:1]([O:5][C:6](=[O:17])[N:7]([CH2:9][C:10]1[CH:15]=[CH:14][CH:13]=[C:12](Br)[N:11]=1)[CH3:8])([CH3:4])([CH3:3])[CH3:2].[NH2:18][C:19]1[S:20][C:21]([C:27]2[CH:32]=[CH:31][C:30]([F:33])=[CH:29][CH:28]=2)=[CH:22][C:23]=1[C:24]([NH2:26])=[O:25]. (6) Given the product [CH2:13]([N:6]1[CH:5]=[CH:4][C:3]2[C:8](=[CH:9][CH:10]=[CH:11][C:2]=2[N:1]2[CH2:26][CH2:25][NH:24][CH2:23][CH2:22]2)[C:7]1=[O:12])[C:14]1[CH:19]=[CH:18][CH:17]=[CH:16][CH:15]=1, predict the reactants needed to synthesize it. The reactants are: [NH2:1][C:2]1[CH:11]=[CH:10][CH:9]=[C:8]2[C:3]=1[CH:4]=[CH:5][N:6]([CH2:13][C:14]1[CH:19]=[CH:18][CH:17]=[CH:16][CH:15]=1)[C:7]2=[O:12].Cl.Cl[CH2:22][CH2:23][NH:24][CH2:25][CH2:26]Cl. (7) Given the product [CH2:15]([C:14]1[NH:1][C:4]2[CH:5]=[C:6]([C:7]([O:9][CH2:25][CH3:26])=[O:8])[CH:10]=[CH:11][C:12]=2[N:13]=1)[C:16]1[CH:17]=[CH:18][CH:19]=[CH:20][CH:21]=1, predict the reactants needed to synthesize it. The reactants are: [N+:1]([C:4]1[C:5](CC)=[C:6]([CH:10]=[CH:11][C:12]=1[NH:13][C:14](=O)[CH2:15][C:16]1[CH:21]=[CH:20][CH:19]=[CH:18][CH:17]=1)[C:7]([O-:9])=[O:8])([O-])=O.[CH2:25](O)[CH3:26]. (8) Given the product [CH2:14]([CH:13]([CH2:12][CH2:11][CH2:10][CH3:8])[CH2:18][C:2]1[CH:7]=[CH:6][CH:5]=[CH:4][CH:3]=1)[CH3:15], predict the reactants needed to synthesize it. The reactants are: Br[C:2]1[CH:7]=[CH:6][CH:5]=[CH:4][CH:3]=1.[CH2:8]([CH:10]([Mg]Br)[CH2:11][CH2:12][CH2:13][CH2:14][CH3:15])C.[CH2:18](OCC)C. (9) Given the product [F:24][C:18]1[C:17]([C:13]2[CH:12]=[C:11]([N:9]3[CH:10]=[C:6]([C:4]([C:27]4[O:26][CH:30]=[CH:29][CH:28]=4)=[O:5])[N:7]=[CH:8]3)[CH:16]=[CH:15][CH:14]=2)=[C:22]([F:23])[CH:21]=[CH:20][N:19]=1, predict the reactants needed to synthesize it. The reactants are: CON(C)[C:4]([C:6]1[N:7]=[CH:8][N:9]([C:11]2[CH:16]=[CH:15][CH:14]=[C:13]([C:17]3[C:18]([F:24])=[N:19][CH:20]=[CH:21][C:22]=3[F:23])[CH:12]=2)[CH:10]=1)=[O:5].[O:26]1[CH:30]=[CH:29][CH:28]=[CH:27]1. (10) Given the product [CH3:5][O:6][C:7]([C:9]1[CH:10]=[C:11]([CH3:31])[C:12]2[O:18][C:17]3[C:19]([Cl:27])=[CH:20][C:21]([NH:23][CH2:24][CH2:25][NH:4][CH:1]4[CH2:3][CH2:2]4)=[CH:22][C:16]=3[CH2:15][S:14](=[O:28])(=[O:29])[C:13]=2[CH:30]=1)=[O:8], predict the reactants needed to synthesize it. The reactants are: [CH:1]1([NH2:4])[CH2:3][CH2:2]1.[CH3:5][O:6][C:7]([C:9]1[CH:10]=[C:11]([CH3:31])[C:12]2[O:18][C:17]3[C:19]([Cl:27])=[CH:20][C:21]([NH:23][CH2:24][CH2:25]Cl)=[CH:22][C:16]=3[CH2:15][S:14](=[O:29])(=[O:28])[C:13]=2[CH:30]=1)=[O:8].